The task is: Predict the reaction yield, written as a fraction of the theoretical maximum amount of product (1.0 means a 100% yield; for example, 0.34 means a 34% yield).. This data is from Reaction yield outcomes from USPTO patents with 853,638 reactions. The reactants are [CH2:1]([CH2:3][NH2:4])[OH:2].CCN(C(C)C)C(C)C.[C:14]([C:18]1[N:22]([CH2:23][CH:24]2[CH2:29][CH2:28][O:27][CH2:26][CH2:25]2)[C:21]2[CH:30]=[CH:31][C:32]([S:34]([N:37]3[CH:41]=[C:40]([C:42](O)=[O:43])[CH:39]=[N:38]3)(=[O:36])=[O:35])=[CH:33][C:20]=2[N:19]=1)([CH3:17])([CH3:16])[CH3:15].CN(C(ON1N=NC2C=CC=NC1=2)=[N+](C)C)C.F[P-](F)(F)(F)(F)F. The catalyst is O. The product is [C:14]([C:18]1[N:22]([CH2:23][CH:24]2[CH2:29][CH2:28][O:27][CH2:26][CH2:25]2)[C:21]2[CH:30]=[CH:31][C:32]([S:34]([N:37]3[CH:41]=[C:40]([C:42]([NH:4][CH2:3][CH2:1][OH:2])=[O:43])[CH:39]=[N:38]3)(=[O:36])=[O:35])=[CH:33][C:20]=2[N:19]=1)([CH3:17])([CH3:15])[CH3:16]. The yield is 0.710.